From a dataset of Full USPTO retrosynthesis dataset with 1.9M reactions from patents (1976-2016). Predict the reactants needed to synthesize the given product. (1) Given the product [Cl:35][C:36]1[CH:41]=[CH:40][C:39]([S:42]([NH:1][C:2]2[C:11]([O:12][C:13]3[CH:18]=[CH:17][C:16]([CH2:19][C:20]([OH:22])=[O:21])=[CH:15][C:14]=3[O:25][CH3:26])=[CH:10][CH:9]=[C:8]3[C:3]=2[CH:4]=[CH:5][CH:6]=[N:7]3)(=[O:44])=[O:43])=[CH:38][CH:37]=1, predict the reactants needed to synthesize it. The reactants are: [NH2:1][C:2]1[C:11]([O:12][C:13]2[CH:18]=[CH:17][C:16]([CH2:19][C:20]([O:22]CC)=[O:21])=[CH:15][C:14]=2[O:25][CH3:26])=[CH:10][CH:9]=[C:8]2[C:3]=1[CH:4]=[CH:5][CH:6]=[N:7]2.N1C(C)=CC=CC=1C.[Cl:35][C:36]1[CH:41]=[CH:40][C:39]([S:42](Cl)(=[O:44])=[O:43])=[CH:38][CH:37]=1.[OH-].[Na+].Cl. (2) Given the product [NH:1]1[CH:5]=[C:4]([C:6]2[CH:24]=[CH:23][CH:22]=[CH:21][C:7]=2[O:8][CH2:9][CH2:10][C:11]2[CH:20]=[CH:19][CH:18]=[CH:17][C:12]=2[C:13]([OH:15])=[O:14])[N:3]=[CH:2]1, predict the reactants needed to synthesize it. The reactants are: [NH:1]1[CH:5]=[C:4]([C:6]2[CH:24]=[CH:23][CH:22]=[CH:21][C:7]=2[O:8][CH2:9][CH2:10][C:11]2[CH:20]=[CH:19][CH:18]=[CH:17][C:12]=2[C:13]([O:15]C)=[O:14])[N:3]=[CH:2]1.[OH-].[Na+].